Task: Predict the reactants needed to synthesize the given product.. Dataset: Full USPTO retrosynthesis dataset with 1.9M reactions from patents (1976-2016) (1) Given the product [Cl:36][C:34]1[CH:33]=[CH:32][C:31]([O:37][CH:38]([F:40])[F:39])=[C:30]([C:15]2[C:16]([NH:18][C:19]([C:21]3[CH:22]=[N:23][N:24]4[CH:29]=[CH:28][CH:27]=[N:26][C:25]=34)=[O:20])=[CH:17][N:13]([CH2:12][CH2:11][NH:10][CH2:6][C:5]3[CH:8]=[CH:9][C:2]([OH:1])=[CH:3][CH:4]=3)[N:14]=2)[CH:35]=1, predict the reactants needed to synthesize it. The reactants are: [OH:1][C:2]1[CH:9]=[CH:8][C:5]([CH:6]=O)=[CH:4][CH:3]=1.[NH2:10][CH2:11][CH2:12][N:13]1[CH:17]=[C:16]([NH:18][C:19]([C:21]2[CH:22]=[N:23][N:24]3[CH:29]=[CH:28][CH:27]=[N:26][C:25]=23)=[O:20])[C:15]([C:30]2[CH:35]=[C:34]([Cl:36])[CH:33]=[CH:32][C:31]=2[O:37][CH:38]([F:40])[F:39])=[N:14]1.[BH3-]C#N.[Na+]. (2) Given the product [NH2:2][C:1]1[C:3]2[C:12]3[CH2:11][C:10]([CH3:13])([CH3:14])[CH2:9][CH2:8][C:7]=3[C:6]([O:15][CH3:16])=[N:5][C:4]=2[O:17][C:18]=1[C:19]([O:21][CH2:22][CH3:23])=[O:20], predict the reactants needed to synthesize it. The reactants are: [C:1]([C:3]1[C:12]2[CH2:11][C:10]([CH3:14])([CH3:13])[CH2:9][CH2:8][C:7]=2[C:6]([O:15][CH3:16])=[N:5][C:4]=1[O:17][CH2:18][C:19]([O:21][CH2:22][CH3:23])=[O:20])#[N:2].[O-]CC.[Na+]. (3) Given the product [NH2:12][C:13]1[CH:18]=[CH:17][C:16]([CH3:19])=[CH:15][C:14]=1[C:20]([C:22]1[CH:27]=[CH:26][CH:25]=[CH:24][C:23]=1[O:28][CH3:29])=[O:21].[CH3:29][O:28][C:23]1[CH:24]=[CH:25][CH:26]=[CH:27][C:22]=1[C:20]([C:14]1[CH:15]=[C:16]([CH3:19])[CH:17]=[CH:18][C:13]=1[NH:12][C:4]([NH:30][C:31]1[S:32][CH:33]=[CH:34][N:35]=1)=[O:5])=[O:21], predict the reactants needed to synthesize it. The reactants are: NC1C=CC(C)=CC=1[C:4](O)=[O:5].[NH2:12][C:13]1[CH:18]=[CH:17][C:16]([CH3:19])=[CH:15][C:14]=1[C:20]([C:22]1[CH:27]=[CH:26][CH:25]=[CH:24][C:23]=1[O:28][CH3:29])=[O:21].[NH2:30][C:31]1[S:32][CH:33]=[CH:34][N:35]=1. (4) Given the product [NH2:1][C:2]1[N:7]=[C:6]([N:8]2[CH2:13][CH2:12][CH2:11][C@H:10]([C:14]([NH:44][C:43]3[CH:45]=[CH:46][C:47]([F:48])=[C:41]([F:40])[CH:42]=3)=[O:16])[CH2:9]2)[CH:5]=[C:4]([C:17]2[CH:22]=[CH:21][C:20]([C:23]#[N:24])=[C:19]([F:25])[CH:18]=2)[N:3]=1, predict the reactants needed to synthesize it. The reactants are: [NH2:1][C:2]1[N:7]=[C:6]([N:8]2[CH2:13][CH2:12][CH2:11][C@H:10]([C:14]([OH:16])=O)[CH2:9]2)[CH:5]=[C:4]([C:17]2[CH:22]=[CH:21][C:20]([C:23]#[N:24])=[C:19]([F:25])[CH:18]=2)[N:3]=1.C(Cl)CCl.C1C=CC2N(O)N=NC=2C=1.[F:40][C:41]1[CH:42]=[C:43]([CH:45]=[CH:46][C:47]=1[F:48])[NH2:44]. (5) The reactants are: [C:1]([O:4][CH2:5][CH3:6])(=[O:3])[CH3:2].C([N-]C(C)C)(C)C.[Li+].O1CCCC1.[CH2:20]([N:27]1[CH2:32][CH2:31][C:30](=[O:33])[CH2:29][CH2:28]1)[C:21]1[CH:26]=[CH:25][CH:24]=[CH:23][CH:22]=1.[Cl-].[NH4+]. Given the product [CH2:20]([N:27]1[CH2:32][CH2:31][C:30]([CH2:2][C:1]([O:4][CH2:5][CH3:6])=[O:3])([OH:33])[CH2:29][CH2:28]1)[C:21]1[CH:22]=[CH:23][CH:24]=[CH:25][CH:26]=1, predict the reactants needed to synthesize it. (6) The reactants are: C(O[C:4]([C:6]1([CH2:20][CH2:21]OC)[CH2:11][CH2:10][N:9]([C:12](=[O:19])[CH2:13][CH2:14][C:15]([CH3:18])([CH3:17])[CH3:16])[CH2:8][CH2:7]1)=[O:5])C.[Cl-].C[Al+]C.[F:28][C:29]([F:39])([F:38])[O:30][C:31]1[CH:37]=[CH:36][C:34]([NH2:35])=[CH:33][CH:32]=1. Given the product [CH3:18][C:15]([CH3:16])([CH3:17])[CH2:14][CH2:13][C:12]([N:9]1[CH2:8][CH2:7][C:6]2([C:4](=[O:5])[N:35]([C:34]3[CH:36]=[CH:37][C:31]([O:30][C:29]([F:28])([F:38])[F:39])=[CH:32][CH:33]=3)[CH2:21][CH2:20]2)[CH2:11][CH2:10]1)=[O:19], predict the reactants needed to synthesize it. (7) Given the product [Cl:1][C:2]1[C:3]([CH3:18])=[C:4]([NH:10][C@H:11]([C@@H:15]([OH:17])[CH3:16])[C:12]([NH:26][NH:25][C:23](=[O:24])[C:22]2[CH:27]=[CH:28][C:29]([OH:30])=[C:20]([Cl:19])[CH:21]=2)=[O:14])[CH:5]=[CH:6][C:7]=1[C:8]#[N:9], predict the reactants needed to synthesize it. The reactants are: [Cl:1][C:2]1[C:3]([CH3:18])=[C:4]([NH:10][C@H:11]([C@@H:15]([OH:17])[CH3:16])[C:12]([OH:14])=O)[CH:5]=[CH:6][C:7]=1[C:8]#[N:9].[Cl:19][C:20]1[CH:21]=[C:22]([CH:27]=[CH:28][C:29]=1[OH:30])[C:23]([NH:25][NH2:26])=[O:24]. (8) Given the product [Cl:1][C:2]1[C:3]([C:22]2[S:26][C:25]([C:27]3([OH:32])[CH2:31][CH2:30][N:29]([CH3:35])[CH2:28]3)=[N:24][CH:23]=2)=[C:4]2[CH:10]=[C:9]([I:11])[N:8]([S:12]([C:15]3[CH:21]=[CH:20][C:18]([CH3:19])=[CH:17][CH:16]=3)(=[O:14])=[O:13])[C:5]2=[N:6][CH:7]=1, predict the reactants needed to synthesize it. The reactants are: [Cl:1][C:2]1[C:3]([C:22]2[S:26][C:25]([C:27]3([OH:32])[CH2:31][CH2:30][NH:29][CH2:28]3)=[N:24][CH:23]=2)=[C:4]2[CH:10]=[C:9]([I:11])[N:8]([S:12]([C:15]3[CH:21]=[CH:20][C:18]([CH3:19])=[CH:17][CH:16]=3)(=[O:14])=[O:13])[C:5]2=[N:6][CH:7]=1.C=O.[C:35](O)(=O)C.C(O[BH-](OC(=O)C)OC(=O)C)(=O)C.[Na+].